From a dataset of Catalyst prediction with 721,799 reactions and 888 catalyst types from USPTO. Predict which catalyst facilitates the given reaction. (1) Reactant: [NH:1]=[C:2]1[N:6]([C:7]2[S:8][CH:9]=[C:10]([C:12]3[CH:19]=[CH:18][C:15]([C:16]#[N:17])=[CH:14][CH:13]=3)[N:11]=2)[C:5]([CH3:21])([CH3:20])[CH2:4][O:3]1.[CH2:22]([N:24](CC)CC)C.N#CBr. Product: [C:16]([C:15]1[CH:14]=[CH:13][C:12]([C:10]2[N:11]=[C:7]([N:6]3[C:5]([CH3:21])([CH3:20])[CH2:4][O:3]/[C:2]/3=[N:1]\[C:22]#[N:24])[S:8][CH:9]=2)=[CH:19][CH:18]=1)#[N:17]. The catalyst class is: 7. (2) Reactant: [N:1]12[CH2:9][CH2:8][CH:5]([CH2:6][CH2:7]1)[N:4]([C:10]1[O:11][C:12]3[C:13]([N:20]=1)=[N:14][C:15]([CH3:19])=[C:16](N)[CH:17]=3)[CH2:3][CH2:2]2.N([O-])=O.[Na+].[H+].[F:26][P-](F)(F)(F)(F)F. Product: [F:26][C:16]1[CH:17]=[C:12]2[O:11][C:10]([N:4]3[CH:5]4[CH2:8][CH2:9][N:1]([CH2:7][CH2:6]4)[CH2:2][CH2:3]3)=[N:20][C:13]2=[N:14][C:15]=1[CH3:19]. The catalyst class is: 126. (3) The catalyst class is: 57. Reactant: [CH3:1][CH:2]1[CH2:7][CH2:6][CH2:5][CH:4]([CH3:8])[N:3]1[CH2:9][CH2:10][NH2:11].Cl[C:13]1[N:14]=[N+:15]([O-:23])[C:16]2[CH:22]=[CH:21][CH:20]=[CH:19][C:17]=2[N:18]=1.CCN(CC)CC. Product: [CH3:1][CH:2]1[CH2:7][CH2:6][CH2:5][CH:4]([CH3:8])[N:3]1[CH2:9][CH2:10][NH:11][C:13]1[N:14]=[N+:15]([O-:23])[C:16]2[CH:22]=[CH:21][CH:20]=[CH:19][C:17]=2[N:18]=1.